From a dataset of Forward reaction prediction with 1.9M reactions from USPTO patents (1976-2016). Predict the product of the given reaction. (1) Given the reactants [CH3:1][O:2][C:3](=[O:29])[O:4][C:5]1[CH:10]=[C:9]([CH2:11][C@H:12]([NH:16]C(OC(C)(C)C)=O)[C:13](=[O:15])[NH2:14])[CH:8]=[CH:7][C:6]=1[O:24][C:25]([O:27][CH3:28])=[O:26].[ClH:30].O1CCOCC1, predict the reaction product. The product is: [Cl-:30].[CH3:1][O:2][C:3]([O:4][C:5]1[CH:10]=[C:9]([CH2:11][C@H:12]([NH3+:16])[C:13](=[O:15])[NH2:14])[CH:8]=[CH:7][C:6]=1[O:24][C:25]([O:27][CH3:28])=[O:26])=[O:29]. (2) Given the reactants [NH:1]1[CH2:6][CH2:5][NH:4][CH2:3][CH2:2]1.[CH3:7][S:8]([Cl:11])(=[O:10])=[O:9], predict the reaction product. The product is: [Cl-:11].[S:8]([NH+:1]1[CH2:6][CH2:5][NH:4][CH2:3][CH2:2]1)([CH3:7])(=[O:10])=[O:9].